From a dataset of Reaction yield outcomes from USPTO patents with 853,638 reactions. Predict the reaction yield, written as a fraction of the theoretical maximum amount of product (1.0 means a 100% yield; for example, 0.34 means a 34% yield). The reactants are [H-].[H-].[H-].[H-].[Li+].[Al+3].C([O:9][C:10](=O)[C:11]([CH3:35])([CH3:34])[CH2:12][CH2:13][CH2:14][CH2:15][CH2:16][CH2:17][C:18](=[O:33])[CH2:19][CH2:20][CH2:21][CH2:22][CH2:23][CH2:24][C:25]([CH3:32])([CH3:31])[C:26](OCC)=[O:27])C. The catalyst is C(OC)(C)(C)C. The product is [CH3:34][C:11]([CH3:35])([CH2:12][CH2:13][CH2:14][CH2:15][CH2:16][CH2:17][CH:18]([OH:33])[CH2:19][CH2:20][CH2:21][CH2:22][CH2:23][CH2:24][C:25]([CH3:32])([CH3:31])[CH2:26][OH:27])[CH2:10][OH:9]. The yield is 0.660.